The task is: Predict the reaction yield, written as a fraction of the theoretical maximum amount of product (1.0 means a 100% yield; for example, 0.34 means a 34% yield).. This data is from Reaction yield outcomes from USPTO patents with 853,638 reactions. (1) The reactants are Br[C:2]1[C:7]([C:8]([O:10]CC)=O)=[CH:6][N:5]=[CH:4][C:3]=1[Br:13].[C:14]([O:18][CH2:19][CH3:20])(=[O:17])[CH2:15][OH:16].[H-].[Na+].Cl. The catalyst is CN(C=O)C. The product is [Br:13][C:3]1[C:2]2[O:16][C:15]([C:14]([O:18][CH2:19][CH3:20])=[O:17])=[C:8]([OH:10])[C:7]=2[CH:6]=[N:5][CH:4]=1. The yield is 0.950. (2) The yield is 0.820. The product is [NH2:22][C:3]1[C:2]([C:35]2[CH:34]=[C:33]([NH:37][C:38](=[O:41])[CH2:39][CH3:40])[CH:32]=[CH:31][CH:36]=2)=[C:7]([O:8][C:9]2[CH:14]=[CH:13][C:12]([O:15][C:16]3[CH:21]=[CH:20][CH:19]=[CH:18][CH:17]=3)=[CH:11][CH:10]=2)[N:6]=[CH:5][N:4]=1. The reactants are Br[C:2]1[C:3]([NH2:22])=[N:4][CH:5]=[N:6][C:7]=1[O:8][C:9]1[CH:14]=[CH:13][C:12]([O:15][C:16]2[CH:21]=[CH:20][CH:19]=[CH:18][CH:17]=2)=[CH:11][CH:10]=1.CC1(C)C(C)(C)OB([C:31]2[CH:32]=[C:33]([NH:37][C:38](=[O:41])[CH2:39][CH3:40])[CH:34]=[CH:35][CH:36]=2)O1. No catalyst specified. (3) The reactants are [CH3:1][O:2][C:3]1[CH:4]=[C:5](B2OC(C)(C)C(C)(C)O2)[CH:6]=[CH:7][C:8]=1[O:9][CH3:10].[C:20]([N:23]1[C:32]2[C:27](=[CH:28][C:29](Br)=[CH:30][CH:31]=2)[C@H:26]([NH:34][C:35](=[O:40])[O:36][CH:37]([CH3:39])[CH3:38])[CH2:25][C@@H:24]1[CH3:41])(=[O:22])[CH3:21].C([O-])(O)=O.[Na+]. The catalyst is C1(P([C-]2C=CC=C2)C2C=CC=CC=2)C=CC=CC=1.[C-]1(P(C2C=CC=CC=2)C2C=CC=CC=2)C=CC=C1.[Fe+2].Cl[Pd]Cl.C(Cl)Cl.O1CCOCC1. The product is [C:20]([N:23]1[C:32]2[C:27](=[CH:28][C:29]([C:5]3[CH:6]=[CH:7][C:8]([O:9][CH3:10])=[C:3]([O:2][CH3:1])[CH:4]=3)=[CH:30][CH:31]=2)[C@H:26]([NH:34][C:35](=[O:40])[O:36][CH:37]([CH3:38])[CH3:39])[CH2:25][C@@H:24]1[CH3:41])(=[O:22])[CH3:21]. The yield is 0.566. (4) The reactants are [CH3:1][C:2](C)([O-])C.[K+].[OH:7][C@@H:8]1[CH2:25][CH2:24][C@@:23]2([CH3:26])[C@H:10]([CH2:11][CH2:12][C@@H:13]3[C:22]2=[CH:21][CH2:20][C@@:18]2([CH3:19])[C@H:14]3[CH2:15][CH2:16][C:17]2=O)[CH2:9]1. The catalyst is [Br-].C([P+](C1C=CC=CC=1)(C1C=CC=CC=1)C1C=CC=CC=1)C.C1COCC1. The product is [OH:7][C@@H:8]1[CH2:25][CH2:24][C@@:23]2([CH3:26])[C@H:10]([CH2:11][CH2:12][C@@H:13]3[C:22]2=[CH:21][CH2:20][C@@:18]2([CH3:19])[C@H:14]3[CH2:15][CH2:16]/[C:17]/2=[CH:1]/[CH3:2])[CH2:9]1. The yield is 0.800.